Dataset: Reaction yield outcomes from USPTO patents with 853,638 reactions. Task: Predict the reaction yield, written as a fraction of the theoretical maximum amount of product (1.0 means a 100% yield; for example, 0.34 means a 34% yield). (1) The reactants are [O:1]1[CH2:6]C[CH2:4][O:3][CH:2]1[C:7]1[N:11]([CH3:12])[C:10]([C:13]2[S:21][C:20]3[C:15](=[N:16][CH:17]=[CH:18][C:19]=3[O:22][C:23]3[CH:28]=[CH:27][C:26]([N+:29]([O-:31])=[O:30])=[CH:25][C:24]=3[F:32])[CH:14]=2)=[N:9][CH:8]=1.CC1(C)C2(CS(O)(=O)=O)C(CC1CC2)=O.C([O-])(O)=O.[Na+]. The catalyst is CO. The product is [CH3:4][O:3][CH:2]([O:1][CH3:6])[C:7]1[N:11]([CH3:12])[C:10]([C:13]2[S:21][C:20]3[C:15](=[N:16][CH:17]=[CH:18][C:19]=3[O:22][C:23]3[CH:28]=[CH:27][C:26]([N+:29]([O-:31])=[O:30])=[CH:25][C:24]=3[F:32])[CH:14]=2)=[N:9][CH:8]=1. The yield is 0.740. (2) The reactants are CN(C)C(N(C)C)=N.[C:9]([O:13][C:14]([CH:16](P(OC)(OC)=O)[C:17]([O:19][CH3:20])=[O:18])=[O:15])([CH3:12])([CH3:11])[CH3:10].[Cl:27][C:28]1[CH:35]=[CH:34][C:31]([CH:32]=O)=[CH:30][C:29]=1[F:36].O. The catalyst is C(Cl)Cl. The product is [C:9]([O:13][C:14](/[C:16](=[CH:32]\[C:31]1[CH:34]=[CH:35][C:28]([Cl:27])=[C:29]([F:36])[CH:30]=1)/[C:17]([O:19][CH3:20])=[O:18])=[O:15])([CH3:10])([CH3:11])[CH3:12]. The yield is 0.678.